From a dataset of NCI-60 drug combinations with 297,098 pairs across 59 cell lines. Regression. Given two drug SMILES strings and cell line genomic features, predict the synergy score measuring deviation from expected non-interaction effect. (1) Drug 1: CC1C(C(CC(O1)OC2CC(CC3=C2C(=C4C(=C3O)C(=O)C5=C(C4=O)C(=CC=C5)OC)O)(C(=O)CO)O)N)O.Cl. Drug 2: C1CN(CCN1C(=O)CCBr)C(=O)CCBr. Cell line: TK-10. Synergy scores: CSS=8.31, Synergy_ZIP=-2.85, Synergy_Bliss=1.51, Synergy_Loewe=1.72, Synergy_HSA=1.25. (2) Drug 1: CC1=C2C(C(=O)C3(C(CC4C(C3C(C(C2(C)C)(CC1OC(=O)C(C(C5=CC=CC=C5)NC(=O)OC(C)(C)C)O)O)OC(=O)C6=CC=CC=C6)(CO4)OC(=O)C)OC)C)OC. Drug 2: CCN(CC)CCCC(C)NC1=C2C=C(C=CC2=NC3=C1C=CC(=C3)Cl)OC. Cell line: IGROV1. Synergy scores: CSS=27.5, Synergy_ZIP=-6.78, Synergy_Bliss=-6.03, Synergy_Loewe=-32.4, Synergy_HSA=-6.82.